From a dataset of Reaction yield outcomes from USPTO patents with 853,638 reactions. Predict the reaction yield, written as a fraction of the theoretical maximum amount of product (1.0 means a 100% yield; for example, 0.34 means a 34% yield). (1) The reactants are [Br:1][C:2]1[N:7]=[CH:6][C:5]([O:8][C@@H:9]([CH2:26][CH2:27]O)[C:10]([NH:12][CH:13]2[CH2:18][CH2:17][N:16]([C:19]([O:21][C:22]([CH3:25])([CH3:24])[CH3:23])=[O:20])[CH2:15][CH2:14]2)=[O:11])=[CH:4][CH:3]=1.C(P(CCCC)CCCC)CCC.N(C(OC(C)(C)C)=O)=NC(OC(C)(C)C)=O. The catalyst is C1(C)C=CC=CC=1. The product is [C:22]([O:21][C:19]([N:16]1[CH2:15][CH2:14][CH:13]([N:12]2[CH2:27][CH2:26][C@H:9]([O:8][C:5]3[CH:6]=[N:7][C:2]([Br:1])=[CH:3][CH:4]=3)[C:10]2=[O:11])[CH2:18][CH2:17]1)=[O:20])([CH3:23])([CH3:25])[CH3:24]. The yield is 0.750. (2) The reactants are [CH2:1]([O:8][C:9]1[CH:53]=[CH:52][C:12]([C:13]([O:15][C:16]2[CH:21]=[CH:20][C:19]([CH2:22][N:23]([CH2:44][C:45]([O:47]C(C)(C)C)=[O:46])[C:24](=[O:43])[C:25]3[CH:30]=[CH:29][C:28]([NH:31][C:32](=[O:42])[CH2:33][C:34]4[CH:39]=[CH:38][C:37]([O:40][CH3:41])=[CH:36][CH:35]=4)=[CH:27][CH:26]=3)=[CH:18][CH:17]=2)=[O:14])=[CH:11][CH:10]=1)[CH2:2][CH2:3][CH2:4][CH2:5][CH2:6][CH3:7].C(O)(C(F)(F)F)=O. No catalyst specified. The product is [CH2:1]([O:8][C:9]1[CH:53]=[CH:52][C:12]([C:13]([O:15][C:16]2[CH:21]=[CH:20][C:19]([CH2:22][N:23]([CH2:44][C:45]([OH:47])=[O:46])[C:24](=[O:43])[C:25]3[CH:30]=[CH:29][C:28]([NH:31][C:32](=[O:42])[CH2:33][C:34]4[CH:35]=[CH:36][C:37]([O:40][CH3:41])=[CH:38][CH:39]=4)=[CH:27][CH:26]=3)=[CH:18][CH:17]=2)=[O:14])=[CH:11][CH:10]=1)[CH2:2][CH2:3][CH2:4][CH2:5][CH2:6][CH3:7]. The yield is 0.230.